Dataset: Forward reaction prediction with 1.9M reactions from USPTO patents (1976-2016). Task: Predict the product of the given reaction. (1) Given the reactants [CH2:1]([C:3]1[C:11]2[C:6](=[CH:7][C:8]([F:12])=[CH:9][CH:10]=2)[N:5]([C:13]2[N:17]=[C:16]([CH:18]3[CH2:23][CH2:22][N:21](C(OC(C)(C)C)=O)[CH2:20][CH2:19]3)[O:15][N:14]=2)[N:4]=1)[CH3:2].[F:31][C:32]([F:37])([F:36])[C:33]([OH:35])=[O:34], predict the reaction product. The product is: [F:31][C:32]([F:37])([F:36])[C:33]([OH:35])=[O:34].[CH2:1]([C:3]1[C:11]2[C:6](=[CH:7][C:8]([F:12])=[CH:9][CH:10]=2)[N:5]([C:13]2[N:17]=[C:16]([CH:18]3[CH2:23][CH2:22][NH:21][CH2:20][CH2:19]3)[O:15][N:14]=2)[N:4]=1)[CH3:2]. (2) Given the reactants CCN(CCCC(NC1C2C=CC(Cl)=CC=2N=C2C=CC(OC)=CC=12)C)CC.Cl.Cl.C1[C@H:36]2[CH2:37][N:38]3[C@@H:43]([CH2:44][C@@H:35]2[C@@H:34]([C:52]([OH:54])=O)[C@@H](O)C1)C1NC2C([C:41]=1[CH2:40][CH2:39]3)=CC=CC=2.O.C[C:58]1[C:68](=[O:69])[C:67]2[CH:66]=[CH:65][CH:64]=[CH:63][C:62]=2C(=O)C=1.C1C=CC2[S:83][C:82]3[CH:81]=[CH:80][C:79](C(F)(F)F)=[CH:78][C:77]=3[N:76](CCCN3CCN(CCO)CC3)C=2C=1.Cl.Cl.CN1CCN(CCCN2C3C=C(C(F)(F)F)C=CC=3SC3C=CC=CC2=3)CC1.Cl.Cl, predict the reaction product. The product is: [CH3:58][C:68]([C:67]1[CH:62]=[CH:63][C:64]2[S:83][C:82]3[CH:81]=[CH:80][CH:79]=[CH:78][C:77]=3[N:76]([CH2:41][CH2:40][CH2:39][N:38]3[CH2:37][CH2:36][CH:35]([CH2:34][CH2:52][OH:54])[CH2:44][CH2:43]3)[C:65]=2[CH:66]=1)=[O:69]. (3) Given the reactants [NH2:1][C:2]1[CH:10]=[CH:9][C:8]([Br:11])=[CH:7][C:3]=1[C:4](O)=[O:5].[CH3:12][NH:13][CH:14]=O, predict the reaction product. The product is: [Br:11][C:8]1[CH:7]=[C:3]2[C:2](=[CH:10][CH:9]=1)[N:1]=[CH:12][N:13]([CH3:14])[C:4]2=[O:5]. (4) Given the reactants [NH2:1][C:2]1[N:7]=[CH:6][C:5]([C:8]#[C:9][C:10]2[CH:11]=[C:12]([CH:16]=[CH:17][CH:18]=2)[C:13]([OH:15])=O)=[CH:4][N:3]=1.[CH:19]1([C:22]2[CH:23]=[C:24]([NH2:28])[N:25]([CH3:27])[N:26]=2)[CH2:21][CH2:20]1, predict the reaction product. The product is: [NH2:1][C:2]1[N:3]=[CH:4][C:5]([C:8]#[C:9][C:10]2[CH:11]=[C:12]([CH:16]=[CH:17][CH:18]=2)[C:13]([NH:28][C:24]2[N:25]([CH3:27])[N:26]=[C:22]([CH:19]3[CH2:21][CH2:20]3)[CH:23]=2)=[O:15])=[CH:6][N:7]=1. (5) Given the reactants [Cl:1][C:2]1[CH:8]=[C:7]([O:9][C:10]2[C:19]3[C:14](=[CH:15][C:16]([O:22][CH3:23])=[C:17]([O:20][CH3:21])[CH:18]=3)[N:13]=[CH:12][N:11]=2)[CH:6]=[CH:5][C:3]=1[NH2:4].C1(C)C=CC=CC=1.C(N(CC)CC)C.Cl[C:39](Cl)([O:41]C(=O)OC(Cl)(Cl)Cl)Cl.[Br:50][C:51]1[CH:52]=[C:53]([CH:57]=[CH:58][CH:59]=1)[CH:54]([OH:56])[CH3:55], predict the reaction product. The product is: [Cl:1][C:2]1[CH:8]=[C:7]([O:9][C:10]2[C:19]3[C:14](=[CH:15][C:16]([O:22][CH3:23])=[C:17]([O:20][CH3:21])[CH:18]=3)[N:13]=[CH:12][N:11]=2)[CH:6]=[CH:5][C:3]=1[NH:4][C:39](=[O:41])[O:56][CH:54]([C:53]1[CH:57]=[CH:58][CH:59]=[C:51]([Br:50])[CH:52]=1)[CH3:55].